This data is from Full USPTO retrosynthesis dataset with 1.9M reactions from patents (1976-2016). The task is: Predict the reactants needed to synthesize the given product. (1) Given the product [CH3:12][C:13]1([CH3:27])[O:14][C:15](=[O:26])[NH:16][C:17]2[CH:22]=[CH:21][C:20]([C:2]3[CH:7]=[CH:6][C:5]([CH2:8][C:9]#[N:10])=[C:4]([F:11])[CH:3]=3)=[CH:19][C:18]1=2, predict the reactants needed to synthesize it. The reactants are: Br[C:2]1[CH:7]=[CH:6][C:5]([CH2:8][C:9]#[N:10])=[C:4]([F:11])[CH:3]=1.[CH3:12][C:13]1([CH3:27])[C:18]2[CH:19]=[C:20](B(O)O)[CH:21]=[CH:22][C:17]=2[NH:16][C:15](=[O:26])[O:14]1. (2) Given the product [Cl:1][C:2]1[C:18]2[C:6](=[C:7]([CH3:21])[C:8]3[NH:9][C:10]4[CH:11]=[CH:12][C:13]([OH:19])=[CH:14][C:15]=4[C:16]=3[CH:17]=2)[CH:5]=[CH:4][N:3]=1, predict the reactants needed to synthesize it. The reactants are: [Cl:1][C:2]1[C:18]2[C:6](=[C:7]([CH3:21])[C:8]3[NH:9][C:10]4[CH:11]=[CH:12][C:13]([O:19]C)=[CH:14][C:15]=4[C:16]=3[CH:17]=2)[CH:5]=[CH:4][N:3]=1.Cl. (3) Given the product [Cl:13][C:14]1[CH:15]=[C:16]([S:21][C:2]2[S:6][C:5]([C:7](=[O:9])[CH3:8])=[CH:4][C:3]=2[N+:10]([O-:12])=[O:11])[CH:17]=[CH:18][C:19]=1[Cl:20], predict the reactants needed to synthesize it. The reactants are: Cl[C:2]1[S:6][C:5]([C:7](=[O:9])[CH3:8])=[CH:4][C:3]=1[N+:10]([O-:12])=[O:11].[Cl:13][C:14]1[CH:15]=[C:16]([SH:21])[CH:17]=[CH:18][C:19]=1[Cl:20]. (4) Given the product [Br:21][CH2:2][CH2:3][CH2:4][CH2:5][CH2:6][CH2:7][CH2:8][CH2:9][CH2:10][CH2:11][CH2:12][CH2:13][CH2:14][CH2:15][C:16]([O:18][CH3:19])=[O:17], predict the reactants needed to synthesize it. The reactants are: O[CH2:2][CH2:3][CH2:4][CH2:5][CH2:6][CH2:7][CH2:8][CH2:9][CH2:10][CH2:11][CH2:12][CH2:13][CH2:14][CH2:15][C:16]([O:18][CH3:19])=[O:17].C(Br)(Br)(Br)[Br:21].C1(P(C2C=CC=CC=2)C2C=CC=CC=2)C=CC=CC=1.P.